Task: Predict the reactants needed to synthesize the given product.. Dataset: Full USPTO retrosynthesis dataset with 1.9M reactions from patents (1976-2016) (1) Given the product [C:25]([C:29]1[CH:34]=[CH:33][C:32]([S:35]([NH:38][C:2]2[C:7]([O:8][C:9]3[CH:14]=[CH:13][CH:12]=[CH:11][C:10]=3[O:15][CH3:16])=[C:6]([Cl:17])[N:5]=[C:4]([C:18]3[CH:23]=[CH:22][N:21]=[CH:20][CH:19]=3)[N:3]=2)(=[O:36])=[O:37])=[CH:31][CH:30]=1)([CH3:28])([CH3:26])[CH3:27], predict the reactants needed to synthesize it. The reactants are: Cl[C:2]1[C:7]([O:8][C:9]2[CH:14]=[CH:13][CH:12]=[CH:11][C:10]=2[O:15][CH3:16])=[C:6]([Cl:17])[N:5]=[C:4]([C:18]2[CH:23]=[CH:22][N:21]=[CH:20][CH:19]=2)[N:3]=1.[K+].[C:25]([C:29]1[CH:34]=[CH:33][C:32]([S:35]([NH-:38])(=[O:37])=[O:36])=[CH:31][CH:30]=1)([CH3:28])([CH3:27])[CH3:26].O.C(OCC)C. (2) Given the product [F:1][C:2]1[CH:30]=[CH:29][C:5]2[N:6]=[C:7]([NH:9][C@H:10]3[CH2:14][CH2:13][CH2:12][C@@H:11]3[NH:15][C:16](=[O:28])[C:17]3[CH:22]=[CH:21][CH:20]=[CH:19][C:18]=3[O:32][CH3:31])[S:8][C:4]=2[CH:3]=1, predict the reactants needed to synthesize it. The reactants are: [F:1][C:2]1[CH:30]=[CH:29][C:5]2[N:6]=[C:7]([NH:9][C@H:10]3[CH2:14][CH2:13][CH2:12][C@@H:11]3[NH:15][C:16](=[O:28])[C:17]3[CH:22]=[CH:21][CH:20]=[CH:19][C:18]=3N3C=CC=N3)[S:8][C:4]=2[CH:3]=1.[CH3:31][O:32]C1C=CC=CC=1C(O)=O.Cl.FC1C=CC2N=C(N[C@H]3CCC[C@@H]3N)SC=2C=1. (3) Given the product [N+:1]([C:4]1[CH:20]=[CH:19][C:7]2[C:8]3[CH:14]=[C:13]([S:15]([Cl:23])(=[O:17])=[O:16])[CH:12]=[CH:11][C:9]=3[S:10][C:6]=2[CH:5]=1)([O-:3])=[O:2], predict the reactants needed to synthesize it. The reactants are: [N+:1]([C:4]1[CH:20]=[CH:19][C:7]2[C:8]3[CH:14]=[C:13]([S:15](O)(=[O:17])=[O:16])[CH:12]=[CH:11][C:9]=3[S:10][C:6]=2[CH:5]=1)([O-:3])=[O:2].S(Cl)([Cl:23])=O.